From a dataset of Peptide-MHC class I binding affinity with 185,985 pairs from IEDB/IMGT. Regression. Given a peptide amino acid sequence and an MHC pseudo amino acid sequence, predict their binding affinity value. This is MHC class I binding data. (1) The peptide sequence is TSEKYSKGY. The MHC is HLA-A31:01 with pseudo-sequence HLA-A31:01. The binding affinity (normalized) is 0. (2) The peptide sequence is KRIKGTIMTG. The MHC is Mamu-B03 with pseudo-sequence Mamu-B03. The binding affinity (normalized) is 0.598. (3) The peptide sequence is FRKEFTKLE. The MHC is HLA-B40:01 with pseudo-sequence HLA-B40:01. The binding affinity (normalized) is 0.0847. (4) The peptide sequence is LRLIHLLHQTN. The MHC is Mamu-B08 with pseudo-sequence Mamu-B08. The binding affinity (normalized) is 0.309. (5) The peptide sequence is TPATADAYA. The MHC is HLA-B51:01 with pseudo-sequence HLA-B51:01. The binding affinity (normalized) is 0. (6) The peptide sequence is KAYANMWSL. The MHC is HLA-C14:02 with pseudo-sequence HLA-C14:02. The binding affinity (normalized) is 0.644.